This data is from Peptide-MHC class II binding affinity with 134,281 pairs from IEDB. The task is: Regression. Given a peptide amino acid sequence and an MHC pseudo amino acid sequence, predict their binding affinity value. This is MHC class II binding data. (1) The peptide sequence is WCCRSCTMPPVSFHG. The MHC is DRB3_0101 with pseudo-sequence DRB3_0101. The binding affinity (normalized) is 0. (2) The peptide sequence is EPIAAYHFDLSGKAF. The MHC is HLA-DQA10101-DQB10501 with pseudo-sequence HLA-DQA10101-DQB10501. The binding affinity (normalized) is 0.415. (3) The peptide sequence is KLVLNIKYTRPGDSL. The MHC is DRB1_0901 with pseudo-sequence DRB1_0901. The binding affinity (normalized) is 0.260. (4) The peptide sequence is AFKVAATAANAAPANY. The MHC is HLA-DPA10201-DPB10101 with pseudo-sequence HLA-DPA10201-DPB10101. The binding affinity (normalized) is 0.357. (5) The peptide sequence is KLNHYSFGDVKGELIDQLGV. The MHC is HLA-DQA10103-DQB10603 with pseudo-sequence HLA-DQA10103-DQB10603. The binding affinity (normalized) is 0.373. (6) The peptide sequence is AQDLELSWNLNGLQAY. The MHC is DRB1_0802 with pseudo-sequence DRB1_0802. The binding affinity (normalized) is 0.383.